This data is from Reaction yield outcomes from USPTO patents with 853,638 reactions. The task is: Predict the reaction yield, written as a fraction of the theoretical maximum amount of product (1.0 means a 100% yield; for example, 0.34 means a 34% yield). (1) The reactants are [N:1]([CH2:4][C:5]([O:7]CC)=[O:6])=[C:2]=[O:3].[CH:10]1([N:16]2[C:21](=[O:22])[CH2:20][C:19](=[O:23])[N:18]([CH:24]3[CH2:29][CH2:28][CH2:27][CH2:26][CH2:25]3)[C:17]2=[O:30])[CH2:15][CH2:14][CH2:13][CH2:12][CH2:11]1.C(N(C(C)C)CC)(C)C. The catalyst is ClCCl. The product is [CH:10]1([N:16]2[C:21]([OH:22])=[C:20]([C:2]([NH:1][CH2:4][C:5]([OH:7])=[O:6])=[O:3])[C:19](=[O:23])[N:18]([CH:24]3[CH2:25][CH2:26][CH2:27][CH2:28][CH2:29]3)[C:17]2=[O:30])[CH2:11][CH2:12][CH2:13][CH2:14][CH2:15]1. The yield is 0.660. (2) The reactants are [Cl:1][C:2]1[N:3]=[C:4]([N:11]2[CH2:16][CH2:15][O:14][CH2:13][CH2:12]2)[C:5]2[S:10][CH:9]=[CH:8][C:6]=2[N:7]=1.C([Li])CCC.CCCCCC.CN([CH:31]=[O:32])C. The catalyst is C1COCC1. The product is [Cl:1][C:2]1[N:3]=[C:4]([N:11]2[CH2:16][CH2:15][O:14][CH2:13][CH2:12]2)[C:5]2[S:10][C:9]([CH:31]=[O:32])=[CH:8][C:6]=2[N:7]=1. The yield is 0.770. (3) The reactants are [Br:1][C:2]1[C:3]([OH:16])=[C:4]2[C:9](=[CH:10][CH:11]=1)[N:8]([C:12](=[O:14])[CH3:13])[C@@H:7]([CH3:15])[CH2:6][CH2:5]2.N1C=CC=CC=1.[CH3:23][C:24]1[C:25](B(O)O)=[N:26][CH:27]=[CH:28][CH:29]=1. The catalyst is C([O-])(=O)C.[Cu+2].C([O-])(=O)C.CN(C)C=O. The product is [Br:1][C:2]1[C:3]([O:16][C:25]2[C:24]([CH3:23])=[CH:29][CH:28]=[CH:27][N:26]=2)=[C:4]2[C:9](=[CH:10][CH:11]=1)[N:8]([C:12](=[O:14])[CH3:13])[C@@H:7]([CH3:15])[CH2:6][CH2:5]2. The yield is 0.490. (4) The reactants are [O:1]1[C:5]2[CH:6]=[CH:7][CH:8]=[CH:9][C:4]=2[CH:3]=[C:2]1[S:10]([NH:13][C:14]1[CH:19]=[C:18]([Cl:20])[CH:17]=[CH:16][C:15]=1[S:21][CH2:22][C:23]1[CH:24]=[C:25]([NH:29][C:30](=[O:32])[CH3:31])[CH:26]=[CH:27][CH:28]=1)(=[O:12])=[O:11].C1C=C(Cl)C=C(C(OO)=[O:41])C=1. The catalyst is C(Cl)Cl. The product is [O:1]1[C:5]2[CH:6]=[CH:7][CH:8]=[CH:9][C:4]=2[CH:3]=[C:2]1[S:10]([NH:13][C:14]1[CH:19]=[C:18]([Cl:20])[CH:17]=[CH:16][C:15]=1[S:21]([CH2:22][C:23]1[CH:24]=[C:25]([NH:29][C:30](=[O:32])[CH3:31])[CH:26]=[CH:27][CH:28]=1)=[O:41])(=[O:11])=[O:12]. The yield is 0.510. (5) The reactants are [NH2:1][CH2:2][CH:3]1[CH2:8][CH2:7][CH2:6][N:5]([C:9]2[CH:14]=[CH:13][CH:12]=[CH:11][C:10]=2[CH2:15][C:16]([O:18][CH3:19])=[O:17])[CH2:4]1.[F:20][C:21]([F:38])([F:37])[C:22]1[CH:27]=[CH:26][C:25]([C:28]2[S:29][C:30]([C:34](O)=[O:35])=[C:31]([CH3:33])[N:32]=2)=[CH:24][CH:23]=1. No catalyst specified. The product is [F:38][C:21]([F:20])([F:37])[C:22]1[CH:23]=[CH:24][C:25]([C:28]2[S:29][C:30]([C:34]([NH:1][CH2:2][CH:3]3[CH2:8][CH2:7][CH2:6][N:5]([C:9]4[CH:14]=[CH:13][CH:12]=[CH:11][C:10]=4[CH2:15][C:16]([O:18][CH3:19])=[O:17])[CH2:4]3)=[O:35])=[C:31]([CH3:33])[N:32]=2)=[CH:26][CH:27]=1. The yield is 0.400. (6) The reactants are [H-].[Na+].[CH3:3][CH:4]([CH3:15])[CH:5]([OH:14])[C:6]([N:8]1[CH2:13][CH2:12][O:11][CH2:10][CH2:9]1)=[O:7].[C:16]1([CH3:26])[CH:21]=[CH:20][C:19]([S:22](Cl)(=[O:24])=[O:23])=[CH:18][CH:17]=1.O. The catalyst is O1CCCC1. The product is [CH3:26][C:16]1[CH:21]=[CH:20][C:19]([S:22]([O:14][CH:5]([C:6]([N:8]2[CH2:13][CH2:12][O:11][CH2:10][CH2:9]2)=[O:7])[CH:4]([CH3:15])[CH3:3])(=[O:24])=[O:23])=[CH:18][CH:17]=1. The yield is 0.900. (7) The reactants are [CH2:1]([NH:3][C:4]([NH:6][C:7]1[CH:8]=[C:9]([C:24]2[S:28][C:27]([CH:29]3[CH2:34][CH2:33][CH:32]([C:35]([O:37]CC)=[O:36])[CH2:31][CH2:30]3)=[N:26][CH:25]=2)[CH:10]=[C:11]([NH:13][C:14]2[N:19]=[C:18]([C:20]([F:23])([F:22])[F:21])[CH:17]=[CH:16][N:15]=2)[CH:12]=1)=[O:5])[CH3:2].[Li+].[OH-].Cl. The catalyst is O1CCCC1.CO. The product is [CH2:1]([NH:3][C:4]([NH:6][C:7]1[CH:8]=[C:9]([C:24]2[S:28][C:27]([CH:29]3[CH2:34][CH2:33][CH:32]([C:35]([OH:37])=[O:36])[CH2:31][CH2:30]3)=[N:26][CH:25]=2)[CH:10]=[C:11]([NH:13][C:14]2[N:19]=[C:18]([C:20]([F:23])([F:22])[F:21])[CH:17]=[CH:16][N:15]=2)[CH:12]=1)=[O:5])[CH3:2]. The yield is 0.200.